From a dataset of Catalyst prediction with 721,799 reactions and 888 catalyst types from USPTO. Predict which catalyst facilitates the given reaction. (1) Reactant: C[O:2][C:3](=O)[CH2:4][O:5][C:6]1[C:7]([NH2:13])=[N:8][C:9]([Br:12])=[CH:10][CH:11]=1.C([O-])([O-])=O.[K+].[K+]. Product: [Br:12][C:9]1[CH:10]=[CH:11][C:6]2[O:5][CH2:4][C:3](=[O:2])[NH:13][C:7]=2[N:8]=1. The catalyst class is: 5. (2) Reactant: F[C:2]1[CH:9]=[CH:8][C:7]([N+:10]([O-:12])=[O:11])=[CH:6][C:3]=1[C:4]#[N:5].[CH3:13][CH:14]([SH:16])[CH3:15].C(N(CC)CC)C.O. Product: [CH:14]([S:16][C:2]1[CH:9]=[CH:8][C:7]([N+:10]([O-:12])=[O:11])=[CH:6][C:3]=1[C:4]#[N:5])([CH3:15])[CH3:13]. The catalyst class is: 3.